From a dataset of Experimentally validated miRNA-target interactions with 360,000+ pairs, plus equal number of negative samples. Binary Classification. Given a miRNA mature sequence and a target amino acid sequence, predict their likelihood of interaction. (1) The miRNA is mmu-miR-340-5p with sequence UUAUAAAGCAAUGAGACUGAUU. The protein sequence of the target gene is MTLTKGSFTYSSGEEYRGEWKEGRRHGFGQLVFADGGTYLGHFENGLFNGFGVLTFSDGSRYEGEFSQGKFNGVGVFIRYDNMTFEGEFKNGRVDGFGLLTFPDGSHGIPRNEGLFENNKLLRREKCSAVVQRAQSASKSARNLTA. Result: 1 (interaction). (2) The miRNA is hsa-miR-664a-5p with sequence ACUGGCUAGGGAAAAUGAUUGGAU. The protein sequence of the target gene is MNLPRAERLRSTPQRSLRDSDGEDGKIDVLGEEEDEDEVEDEEEAASQQFLEQSLQPGLQVARWGGVALPREHIEGGGGPSDPSEFGTKFRAPPRSAAASEDARQPAKPPYSYIALITMAILQNPHKRLTLSGICAFISGRFPYYRRKFPAWQNSIRHNLSLNDCFVKIPREPGHPGKGNYWSLDPASQDMFDNGSFLRRRKRFKRHQLTPGAHLPHPFPLPAAHAALHNPHPGPLLGAPAPPQPVPGAYPNTAPGRRPYALLHPHPLRYLLLSAPVYAGAPKKAEGAALATPAPFPCCS.... Result: 0 (no interaction). (3) The miRNA is mmu-miR-125a-3p with sequence ACAGGUGAGGUUCUUGGGAGCC. The protein sequence of the target gene is MEEPSRPSSDTLTTVESSSGEPDKEVASPDGAAPATFSSVEEPSPNPTAMPPVWDHGGPLQQVAYPASDSCQTGSTNTGVGTNEDLRLPRRRPPPGKQIPCSSPGCCLSFPSVRDLAQHLRTHCPPTQSLEGKLFRCSALSCTESFPSMQELVAHGKLHYKPNRYFKCENCLLRFRTHRSLFKHLHVCIDHGQNPAPPPPPALDKEPPVPERPPESDPSSSLGLPFPLLEPFTSAPTGPFLPYLNPAPFGLSPPRLRPFLAATPGPPASSTAIWKKSQGATSSPRRPQGGSDAPSGACR. Result: 0 (no interaction). (4) The miRNA is mmu-miR-883a-5p with sequence UGCUGAGAGAAGUAGCAGUUAC. The protein sequence of the target gene is MKEACSSSSHVPVSDSKYILKSELLSLLKTYNCYHEGRSFQLRHREEEGTLIIEGLLNIAWGLRRPIRLQMQDDRERVHLPSATWVPERLSYLQKEASPQDSKVPTEEPGTQPANKAEVSGDSSGALEGEEEEVPQLMRTKSDASCIIQRRSKSRAPSEAQKIRRHRFSINGHFYNHKTSVFTPAYGSVTNVRVNSTMTTQQVLTLLLNKFRVEDGPSEFALYTVHESGEQTKLKDCEYPLISRILHGPCEKIVKIFLMEADLSEEVPHDVAQYIKFEMPVLDSFVEKLKEEEEREIIKL.... Result: 1 (interaction). (5) The miRNA is hsa-miR-548aa with sequence AAAAACCACAAUUACUUUUGCACCA. The protein sequence of the target gene is MGHRFLRGLLTLLLPPPPLYTRHRMLGPESVPPPKRSRSKLMAPPRIGTHNGTFHCDEALACALLRLLPEYRDAEIVRTRDPEKLASCDIVVDVGGEYDPRRHRYDHHQRSFTETMSSLSPGKPWQTKLSSAGLIYLHFGHKLLAQLLGTSEEDSMVGTLYDKMYENFVEEVDAVDNGISQWAEGEPRYALTTTLSARVARLNPTWNHPDQDTEAGFKRAMDLVQEEFLQRLDFYQHSWLPARALVEEALAQRFQVDPSGEIVELAKGACPWKEHLYHLESGLSPPVAIFFVIYTDQAGQ.... Result: 0 (no interaction).